From a dataset of CYP2C19 inhibition data for predicting drug metabolism from PubChem BioAssay. Regression/Classification. Given a drug SMILES string, predict its absorption, distribution, metabolism, or excretion properties. Task type varies by dataset: regression for continuous measurements (e.g., permeability, clearance, half-life) or binary classification for categorical outcomes (e.g., BBB penetration, CYP inhibition). Dataset: cyp2c19_veith. The drug is CC(C)c1ccc2c([Si](C)(C)C)c3c(nc2c1)-c1cccc(=O)n1C3. The result is 0 (non-inhibitor).